This data is from Catalyst prediction with 721,799 reactions and 888 catalyst types from USPTO. The task is: Predict which catalyst facilitates the given reaction. (1) Reactant: [Cl:1][C:2]1[CH:29]=[CH:28][C:5]([C:6]([NH:8][NH:9][C:10](=O)[C@H:11]([NH:16][C:17]2[CH:22]=[CH:21][C:20]([C:23]#[N:24])=[C:19]([Cl:25])[C:18]=2[CH3:26])[C:12]([OH:15])([CH3:14])[CH3:13])=[O:7])=[CH:4][CH:3]=1.CCN(P1(N(C)CCCN1C)=NC(C)(C)C)CC. Product: [Cl:25][C:19]1[C:18]([CH3:26])=[C:17]([NH:16][C@@H:11]([C:10]2[O:7][C:6]([C:5]3[CH:28]=[CH:29][C:2]([Cl:1])=[CH:3][CH:4]=3)=[N:8][N:9]=2)[C:12]([OH:15])([CH3:14])[CH3:13])[CH:22]=[CH:21][C:20]=1[C:23]#[N:24]. The catalyst class is: 1. (2) Product: [Cl:1][CH:23]1[C:29]2[C:7]3[CH:8]=[CH:3][CH:4]=[CH:5][C:6]=3[N:9]([CH2:12][CH2:13][N:14]3[CH2:19][CH2:18][O:17][CH2:16][CH2:15]3)[C:30]=2[CH2:31][CH2:32][N:24]1[CH3:27]. The catalyst class is: 8. Reactant: [ClH:1].Cl[C:3]1[CH:8]=[CH:7][C:6]([NH:9]N)=[CH:5][CH:4]=1.Br[CH2:12][CH2:13][N:14]1[CH2:19][CH2:18][O:17][CH2:16][CH2:15]1.C(C1[CH:32]=[CH:31][CH:30]=[CH:29][C:23]=1[N:24]([CH2:27]C)CC)C.Cl.CN1CCC(=O)CC1. (3) Reactant: [CH3:1][C:2]([C:10]1[CH:11]=[C:12]([OH:17])[C:13](Br)=[CH:14][CH:15]=1)([CH3:9])[CH2:3][CH2:4][CH2:5][CH2:6][CH2:7][CH3:8].C(=O)([O-])[O-].[Na+].[Na+].[Cl:24][C:25]1[CH:26]=[C:27](B(O)O)[CH:28]=[C:29]([Cl:31])[CH:30]=1.CCOC(C)=O. Product: [Cl:24][C:25]1[CH:26]=[C:27]([C:13]2[C:12]([OH:17])=[CH:11][C:10]([C:2]([CH3:9])([CH3:1])[CH2:3][CH2:4][CH2:5][CH2:6][CH2:7][CH3:8])=[CH:15][CH:14]=2)[CH:28]=[C:29]([Cl:31])[CH:30]=1. The catalyst class is: 234. (4) Reactant: [CH2:1]([N:8]([C:15]1[C:16]([F:36])=[C:17]([NH:22][C:23]([C:25]2[C:29]3[N:30]=[CH:31][N:32]=[C:33](Cl)[C:28]=3[N:27]([CH3:35])[CH:26]=2)=[O:24])[C:18]([F:21])=[CH:19][CH:20]=1)[S:9]([CH2:12][CH2:13][CH3:14])(=[O:11])=[O:10])[C:2]1[CH:7]=[CH:6][CH:5]=[CH:4][CH:3]=1.[NH3:37]. Product: [NH2:37][C:33]1[C:28]2[N:27]([CH3:35])[CH:26]=[C:25]([C:23]([NH:22][C:17]3[C:18]([F:21])=[CH:19][CH:20]=[C:15]([N:8]([CH2:1][C:2]4[CH:7]=[CH:6][CH:5]=[CH:4][CH:3]=4)[S:9]([CH2:12][CH2:13][CH3:14])(=[O:11])=[O:10])[C:16]=3[F:36])=[O:24])[C:29]=2[N:30]=[CH:31][N:32]=1. The catalyst class is: 32.